From a dataset of Catalyst prediction with 721,799 reactions and 888 catalyst types from USPTO. Predict which catalyst facilitates the given reaction. Reactant: COC1C=CC=CC=1C(Cl)=O.[CH3:12][O:13][C:14]1[CH:15]=[C:16]2[C:21](=[CH:22][C:23]=1[O:24][CH3:25])[N:20]=[CH:19][CH:18]=[C:17]2[O:26][C:27]1[CH:33]=[CH:32][C:30]([NH2:31])=[C:29]([F:34])[CH:28]=1.[CH3:35][O:36][C:37]1[CH:42]=[CH:41][CH:40]=[CH:39][C:38]=1[C:43]([N:45]=[C:46]=[S:47])=[O:44]. Product: [CH3:35][O:36][C:37]1[CH:42]=[CH:41][CH:40]=[CH:39][C:38]=1[C:43]([N:45]=[C:46]=[S:47])=[O:44].[CH3:12][O:13][C:14]1[CH:15]=[C:16]2[C:21](=[CH:22][C:23]=1[O:24][CH3:25])[N:20]=[CH:19][CH:18]=[C:17]2[O:26][C:27]1[CH:33]=[CH:32][C:30]([NH:31][C:46]([NH:45][C:43](=[O:44])[C:38]2[CH:39]=[CH:40][CH:41]=[CH:42][C:37]=2[O:36][CH3:35])=[S:47])=[C:29]([F:34])[CH:28]=1. The catalyst class is: 234.